This data is from M1 muscarinic receptor antagonist screen with 61,756 compounds. The task is: Binary Classification. Given a drug SMILES string, predict its activity (active/inactive) in a high-throughput screening assay against a specified biological target. (1) The result is 0 (inactive). The drug is O1c2c(OC1)ccc(NC(=O)COC(=O)Cn1[nH]c(=O)c3c(c1=O)cccc3)c2. (2) The drug is s1c(CNC(=O)Cn2nnc3n(ncc3c2=O)c2ccccc2)ccc1. The result is 0 (inactive). (3) The molecule is O(CCOc1nnc(Oc2nc(cc(OC)n2)C)cc1)c1ccc(cc1)C. The result is 0 (inactive). (4) The compound is Clc1c(OC)c(C(=O)Nc2c(N3CCN(CC3)C(=O)C)cccc2)cc(Cl)c1. The result is 0 (inactive). (5) The compound is O=C1N(C(\C(C1=O)=C(/O)c1c(ccc(c1)C)C)c1cccnc1)CCCN(C)C. The result is 0 (inactive). (6) The molecule is O(c1ccc(c2ccccc2)cc1)C(C)C(O)=O. The result is 0 (inactive). (7) The compound is S(CCC(=O)Nc1nn(Cc2ccc(cc2)C)cc1)c1nc(cc(n1)C(F)(F)F)c1occc1. The result is 0 (inactive). (8) The molecule is s1c2c(CC(OC2)(C)C)c2c1n(c(=O)n(c2=N)Cc1occc1)Cc1ccc(F)cc1. The result is 0 (inactive).